This data is from Catalyst prediction with 721,799 reactions and 888 catalyst types from USPTO. The task is: Predict which catalyst facilitates the given reaction. (1) Reactant: [C:1]([O:5][C:6](=[O:33])[N:7]([C:14]1[N:18]([CH3:19])[C:17]2[CH:20]=[CH:21][C:22]([N:24]([C:26]3[CH:31]=[CH:30][N:29]=[C:28]([Cl:32])[N:27]=3)[CH3:25])=[CH:23][C:16]=2[N:15]=1)[C:8]1[CH:13]=[CH:12][CH:11]=[CH:10][CH:9]=1)([CH3:4])([CH3:3])[CH3:2].[NH2:34][C:35]1[CH:36]=[C:37]([S:41]([NH2:44])(=[O:43])=[O:42])[CH:38]=[CH:39][CH:40]=1. Product: [ClH:32].[C:1]([O:5][C:6](=[O:33])[N:7]([C:14]1[N:18]([CH3:19])[C:17]2[CH:20]=[CH:21][C:22]([N:24]([CH3:25])[C:26]3[CH:31]=[CH:30][N:29]=[C:28]([NH:34][C:35]4[CH:40]=[CH:39][CH:38]=[C:37]([S:41](=[O:43])(=[O:42])[NH2:44])[CH:36]=4)[N:27]=3)=[CH:23][C:16]=2[N:15]=1)[C:8]1[CH:13]=[CH:12][CH:11]=[CH:10][CH:9]=1)([CH3:4])([CH3:3])[CH3:2]. The catalyst class is: 361. (2) Reactant: [F:1][C:2]1[CH:3]=[C:4](I)[CH:5]=[CH:6][C:7]=1[CH3:8].[OH:10][C:11]1[CH:16]=[CH:15][C:14](B(O)O)=[CH:13][CH:12]=1.C(=O)([O-])[O-].[K+].[K+]. Product: [OH:10][C:11]1[CH:16]=[CH:15][C:14]([C:4]2[CH:5]=[CH:6][C:7]([CH3:8])=[C:2]([F:1])[CH:3]=2)=[CH:13][CH:12]=1. The catalyst class is: 235. (3) Reactant: [Cl:1][C:2]1[C:11]([C:12]2[N:16]([CH3:17])[N:15]=[CH:14][CH:13]=2)=[CH:10][C:9]([Cl:18])=[CH:8][C:3]=1[C:4]([O:6]C)=[O:5].[OH-].[Na+]. Product: [Cl:1][C:2]1[C:11]([C:12]2[N:16]([CH3:17])[N:15]=[CH:14][CH:13]=2)=[CH:10][C:9]([Cl:18])=[CH:8][C:3]=1[C:4]([OH:6])=[O:5]. The catalyst class is: 5. (4) Reactant: [CH3:1][O:2][C:3]1[C:4](=[O:15])[N:5]([CH3:14])[CH:6]=[CH:7][C:8]=1[C:9]([O:11][CH2:12][CH3:13])=[O:10].C1C(=O)N([I:23])C(=O)C1. Product: [I:23][C:6]1[N:5]([CH3:14])[C:4](=[O:15])[C:3]([O:2][CH3:1])=[C:8]([C:9]([O:11][CH2:12][CH3:13])=[O:10])[CH:7]=1. The catalyst class is: 85.